This data is from Full USPTO retrosynthesis dataset with 1.9M reactions from patents (1976-2016). The task is: Predict the reactants needed to synthesize the given product. Given the product [Br:18][C:15]1[CH:16]=[CH:17][C:12]([C:3]2[CH:4]=[CH:5][CH:6]=[CH:7][C:2]=2[F:1])=[N:13][CH:14]=1, predict the reactants needed to synthesize it. The reactants are: [F:1][C:2]1[CH:7]=[CH:6][CH:5]=[CH:4][C:3]=1B(O)O.Br[C:12]1[CH:17]=[CH:16][C:15]([Br:18])=[CH:14][N:13]=1.C(=O)([O-])[O-].[Na+].[Na+].C(OCC)(=O)C.